From a dataset of Reaction yield outcomes from USPTO patents with 853,638 reactions. Predict the reaction yield, written as a fraction of the theoretical maximum amount of product (1.0 means a 100% yield; for example, 0.34 means a 34% yield). (1) The reactants are C(Cl)(=O)C(Cl)=O.CS(C)=O.[Cl:11][C:12]1[CH:13]=[C:14]([C:18]#[C:19][C:20]2[CH2:24][C:23]3([C:32]4[C:27](=[CH:28][CH:29]=[CH:30][CH:31]=4)[CH:26]([OH:33])[CH2:25]3)[O:22][N:21]=2)[CH:15]=[CH:16][CH:17]=1. The catalyst is C(Cl)Cl. The product is [Cl:11][C:12]1[CH:13]=[C:14]([C:18]#[C:19][C:20]2[CH2:24][C:23]3([C:32]4[C:27](=[CH:28][CH:29]=[CH:30][CH:31]=4)[C:26](=[O:33])[CH2:25]3)[O:22][N:21]=2)[CH:15]=[CH:16][CH:17]=1. The yield is 0.500. (2) The reactants are [Cl-].O[NH3+:3].[C:4](=[O:7])([O-])[OH:5].[Na+].CS(C)=O.[CH3:13][C:14]1[N:48]=[C:17]2[N:18]([CH2:41][CH:42]([OH:47])[C:43]([F:46])([F:45])[F:44])[C:19](=[O:40])[C:20]([CH2:25][C:26]3[CH:31]=[CH:30][C:29]([C:32]4[C:33]([C:38]#[N:39])=[CH:34][CH:35]=[CH:36][CH:37]=4)=[CH:28][CH:27]=3)=[C:21]([CH2:22][CH2:23][CH3:24])[N:16]2[N:15]=1. The catalyst is C(OCC)(=O)C. The product is [CH3:13][C:14]1[N:48]=[C:17]2[N:18]([CH2:41][CH:42]([OH:47])[C:43]([F:45])([F:44])[F:46])[C:19](=[O:40])[C:20]([CH2:25][C:26]3[CH:27]=[CH:28][C:29]([C:32]4[CH:37]=[CH:36][CH:35]=[CH:34][C:33]=4[C:38]4[NH:3][C:4](=[O:7])[O:5][N:39]=4)=[CH:30][CH:31]=3)=[C:21]([CH2:22][CH2:23][CH3:24])[N:16]2[N:15]=1. The yield is 0.490. (3) The reactants are [CH3:1][N:2]1[C:6]([C:7]([OH:9])=O)=[C:5]([N+:10]([O-:12])=[O:11])[CH:4]=[N:3]1.[NH:13]1[CH2:16][CH2:15][CH2:14]1.C(N(C(C)C)CC)(C)C.CCCP1(OP(CCC)(=O)OP(CCC)(=O)O1)=O. The catalyst is C(OCC)(=O)C. The product is [N:13]1([C:7]([C:6]2[N:2]([CH3:1])[N:3]=[CH:4][C:5]=2[N+:10]([O-:12])=[O:11])=[O:9])[CH2:16][CH2:15][CH2:14]1. The yield is 0.730. (4) The reactants are [Cl:1][C:2]1[N:6]2[CH:7]=[C:8]([C:15]3[N:16](C(OC(C)(C)C)=O)[CH:17]=[CH:18][CH:19]=3)[CH:9]=[C:10]([C:11]([F:14])([F:13])[F:12])[C:5]2=[N:4][C:3]=1[C:27]([N:29]1[CH2:34][CH2:33][CH:32]([N:35]2[CH2:39][CH2:38][O:37][C:36]2=[O:40])[CH2:31][CH2:30]1)=[O:28].CO.N. The catalyst is C(Cl)Cl. The product is [Cl:1][C:2]1[N:6]2[CH:7]=[C:8]([C:15]3[NH:16][CH:17]=[CH:18][CH:19]=3)[CH:9]=[C:10]([C:11]([F:12])([F:13])[F:14])[C:5]2=[N:4][C:3]=1[C:27]([N:29]1[CH2:30][CH2:31][CH:32]([N:35]2[CH2:39][CH2:38][O:37][C:36]2=[O:40])[CH2:33][CH2:34]1)=[O:28]. The yield is 0.350. (5) The reactants are Cl.[F:2][C:3]1[CH:8]=[CH:7][C:6]([CH:9]([C:17]2[CH:22]=[CH:21][C:20]([F:23])=[CH:19][CH:18]=2)[CH:10]2[C:15](=[O:16])[CH2:14][CH2:13][NH:12][CH2:11]2)=[CH:5][CH:4]=1.[C:24]([C:26]1[CH:27]=[C:28]([CH:31]=[CH:32][CH:33]=1)[CH2:29]Br)#[N:25].C(=O)([O-])[O-].[K+].[K+]. The catalyst is CN(C)C=O. The product is [F:2][C:3]1[CH:8]=[CH:7][C:6]([CH:9]([C:17]2[CH:18]=[CH:19][C:20]([F:23])=[CH:21][CH:22]=2)[CH:10]2[C:15](=[O:16])[CH2:14][CH2:13][N:12]([CH2:29][C:28]3[CH:27]=[C:26]([CH:33]=[CH:32][CH:31]=3)[C:24]#[N:25])[CH2:11]2)=[CH:5][CH:4]=1. The yield is 0.850. (6) The reactants are [C:1](=[O:5])([O:3][CH3:4])[NH2:2].O=[C:7]([CH2:11][CH2:12][PH:13]([CH2:15][OH:16])=[O:14])[C:8]([OH:10])=[O:9].C(O)(=O)C. The catalyst is O.C1(C)C=CC(S(O)(=O)=O)=CC=1.C1(C)C=CC=CC=1. The product is [CH3:4][O:3][C:1]([NH:2]/[C:7](=[CH:11]\[CH2:12][PH:13]([CH2:15][OH:16])=[O:14])/[C:8]([OH:10])=[O:9])=[O:5]. The yield is 0.568.